Dataset: hERG Central: cardiac toxicity at 1µM, 10µM, and general inhibition. Task: Predict hERG channel inhibition at various concentrations. (1) The molecule is Cc1ccc(S(=O)(=O)N2CCCC(C(=O)N(Cc3cccs3)C3CC3)C2)cc1. Results: hERG_inhib (hERG inhibition (general)): blocker. (2) The drug is Cc1ccc(C)c(CN2CCC(CNC(=O)Nc3ccc(Cl)cc3)CC2)c1. Results: hERG_inhib (hERG inhibition (general)): blocker. (3) The compound is Cc1ccc(C(O)CN2C3=NCCN3c3ccccc32)cc1.Cl. Results: hERG_inhib (hERG inhibition (general)): blocker.